This data is from Forward reaction prediction with 1.9M reactions from USPTO patents (1976-2016). The task is: Predict the product of the given reaction. (1) Given the reactants [CH3:1][C:2]1[CH:7]=[C:6]([C:8](=O)[CH2:9][C@H:10]([C:18]2[CH:23]=[CH:22][C:21]([CH:24]3[CH2:27][N:26]([S:28]([NH2:31])(=[O:30])=[O:29])[CH2:25]3)=[CH:20][CH:19]=2)[C:11]2[CH:16]=[CH:15][CH:14]=[CH:13][C:12]=2[CH3:17])[CH:5]=[CH:4][N:3]=1.Cl.[NH2:34][OH:35].C(=O)([O-])O.[Na+], predict the reaction product. The product is: [OH:35]/[N:34]=[C:8](/[C:6]1[CH:5]=[CH:4][N:3]=[C:2]([CH3:1])[CH:7]=1)\[CH2:9][C@H:10]([C:18]1[CH:23]=[CH:22][C:21]([CH:24]2[CH2:25][N:26]([S:28]([NH2:31])(=[O:29])=[O:30])[CH2:27]2)=[CH:20][CH:19]=1)[C:11]1[CH:16]=[CH:15][CH:14]=[CH:13][C:12]=1[CH3:17]. (2) The product is: [CH3:8][S:11]([OH:13])(=[O:7])=[O:12].[CH:8]([S:11]([N:14]1[C:18]2[CH:19]=[C:20]([C:23]3[N:45]=[C:6]([C:2]4[S:1][CH:5]=[CH:4][CH:3]=4)[NH:47][C:24]=3[C:25]3[CH:30]=[CH:29][CH:28]=[CH:27][CH:26]=3)[CH:21]=[CH:22][C:17]=2[N:16]=[C:15]1[NH2:40])(=[O:13])=[O:12])([CH3:10])[CH3:9]. Given the reactants [S:1]1[CH:5]=[CH:4][CH:3]=[C:2]1[CH:6]=[O:7].[CH:8]([S:11]([N:14]1[C:18]2[CH:19]=[C:20]([C:23](=O)[CH:24](O[Si](C(C)(C)C)(C)C)[C:25]3[CH:30]=[CH:29][CH:28]=[CH:27][CH:26]=3)[CH:21]=[CH:22][C:17]=2[N:16]=[C:15]1[NH2:40])(=[O:13])=[O:12])([CH3:10])[CH3:9].C([O-])(=O)C.[NH4+:45].[Cl-].[NH4+:47].[OH-].[NH4+], predict the reaction product. (3) Given the reactants [CH:1]1(/[CH:6]=[CH:7]/[C@H:8]([C@@H:10]2[O:14][C:13](=[O:15])[C@H:12]([O:16][CH3:17])[C@@H:11]2[OH:18])[OH:9])[CH2:5][CH2:4][CH2:3][CH2:2]1.Cl.[NH2:20][C@@H:21]1[C:27](=[O:28])[N:26]([CH3:29])[C:25]2[CH:30]=[CH:31][CH:32]=[CH:33][C:24]=2[N:23]([CH3:34])[CH2:22]1.C(C(CCCC)C([O-])=O)C.[Na+], predict the reaction product. The product is: [CH:1]1(/[CH:6]=[CH:7]/[C@@H:8]([OH:9])[C@H:10]([OH:14])[C@@H:11]([OH:18])[C@@H:12]([O:16][CH3:17])[C:13]([NH:20][C@@H:21]2[C:27](=[O:28])[N:26]([CH3:29])[C:25]3[CH:30]=[CH:31][CH:32]=[CH:33][C:24]=3[N:23]([CH3:34])[CH2:22]2)=[O:15])[CH2:5][CH2:4][CH2:3][CH2:2]1.